This data is from Forward reaction prediction with 1.9M reactions from USPTO patents (1976-2016). The task is: Predict the product of the given reaction. (1) Given the reactants [CH2:1]([O:8][CH:9]([CH3:15])[CH2:10][O:11][CH2:12][CH2:13]O)[C:2]1[CH:7]=[CH:6][CH:5]=[CH:4][CH:3]=1.CS(Cl)(=O)=O.C(N(CC)CC)C.[N-:28]=[N+:29]=[N-:30].[Na+], predict the reaction product. The product is: [N:28]([CH2:13][CH2:12][O:11][CH2:10][CH:9]([CH3:15])[O:8][CH2:1][C:2]1[CH:7]=[CH:6][CH:5]=[CH:4][CH:3]=1)=[N+:29]=[N-:30]. (2) Given the reactants [CH2:1]([N:3]1[C:9]2[CH:10]=[C:11]([N+:16]([O-])=O)[C:12]([O:14][CH3:15])=[CH:13][C:8]=2[C:7](=[O:19])[N:6]([CH2:20][CH3:21])[CH2:5][CH2:4]1)[CH3:2].C(O)C, predict the reaction product. The product is: [NH2:16][C:11]1[C:12]([O:14][CH3:15])=[CH:13][C:8]2[C:7](=[O:19])[N:6]([CH2:20][CH3:21])[CH2:5][CH2:4][N:3]([CH2:1][CH3:2])[C:9]=2[CH:10]=1. (3) Given the reactants Cl.[NH:2]1[CH2:5][CH:4]([C:6]2[C:11]([O:12][C:13]3[CH:18]=[CH:17][CH:16]=[CH:15][C:14]=3[O:19][CH3:20])=[N:10][CH:9]=[CH:8][N:7]=2)[CH2:3]1.CN(C(ON1N=NC2C=CC=NC1=2)=[N+](C)C)C.F[P-](F)(F)(F)(F)F.[NH:45]1[C:49]2[CH:50]=[CH:51][CH:52]=[CH:53][C:48]=2[N:47]=[C:46]1[C:54](O)=[O:55].C([O-])([O-])=O.[Na+].[Na+], predict the reaction product. The product is: [NH:45]1[C:49]2[CH:50]=[CH:51][CH:52]=[CH:53][C:48]=2[N:47]=[C:46]1[C:54]([N:2]1[CH2:3][CH:4]([C:6]2[C:11]([O:12][C:13]3[CH:18]=[CH:17][CH:16]=[CH:15][C:14]=3[O:19][CH3:20])=[N:10][CH:9]=[CH:8][N:7]=2)[CH2:5]1)=[O:55]. (4) Given the reactants [C:1]([C:9]([OH:11])=[O:10])(=[O:8])[C:2]1[CH:7]=[CH:6][CH:5]=[CH:4][CH:3]=1.C(Cl)(=O)C(Cl)=O.[N:18]12[CH2:25][CH2:24][CH:21]([CH2:22][CH2:23]1)[C@@H:20](O)[CH2:19]2, predict the reaction product. The product is: [O:8]=[C:1]([C:2]1[CH:7]=[CH:6][CH:5]=[CH:4][CH:3]=1)[C:9]([O:11][C@@H:20]1[CH:21]2[CH2:24][CH2:25][N:18]([CH2:23][CH2:22]2)[CH2:19]1)=[O:10].